This data is from Reaction yield outcomes from USPTO patents with 853,638 reactions. The task is: Predict the reaction yield, written as a fraction of the theoretical maximum amount of product (1.0 means a 100% yield; for example, 0.34 means a 34% yield). The product is [CH:26]1([CH2:25][C@H:3]([NH:2][C:38]([C:36]2[O:37][C:33]([C:32]([F:42])([F:31])[F:41])=[CH:34][CH:35]=2)=[O:39])[C:4](=[O:5])[NH:6][C@H:7]2[CH2:13][CH2:12][C@@H:11]([CH3:14])[N:10]([S:15]([C:18]3[CH:23]=[CH:22][CH:21]=[CH:20][N:19]=3)(=[O:16])=[O:17])[CH2:9][C:8]2=[O:24])[CH2:27][CH2:28][CH2:29][CH2:30]1. The yield is 0.150. The reactants are Cl.[NH2:2][C@@H:3]([CH2:25][CH:26]1[CH2:30][CH2:29][CH2:28][CH2:27]1)[C:4]([NH:6][C@H:7]1[CH2:13][CH2:12][C@@H:11]([CH3:14])[N:10]([S:15]([C:18]2[CH:23]=[CH:22][CH:21]=[CH:20][N:19]=2)(=[O:17])=[O:16])[CH2:9][C@@H:8]1[OH:24])=[O:5].[F:31][C:32]([F:42])([F:41])[C:33]1[O:37][C:36]([C:38](O)=[O:39])=[CH:35][CH:34]=1.CC(OI1(OC(C)=O)(OC(C)=O)OC(=O)C2C=CC=CC1=2)=O. No catalyst specified.